Dataset: Reaction yield outcomes from USPTO patents with 853,638 reactions. Task: Predict the reaction yield, written as a fraction of the theoretical maximum amount of product (1.0 means a 100% yield; for example, 0.34 means a 34% yield). (1) The reactants are [CH3:1][N:2]([CH3:9])[CH:3]1[CH2:8][CH2:7][NH:6][CH2:5][CH2:4]1.[NH2:10][C:11]1[N:12]=[CH:13][C:14]([C:26]2[CH:34]=[CH:33][C:29]([C:30](O)=[O:31])=[CH:28][CH:27]=2)=[N:15][C:16]=1[C:17](=[O:25])[NH:18][C:19]1[CH:24]=[CH:23][CH:22]=[CH:21][CH:20]=1.C1N=CN(C(N2C=NC=C2)=O)C=1.CCN(C(C)C)C(C)C. The catalyst is CN(C1C=CN=CC=1)C.CS(C)=O. The product is [NH2:10][C:11]1[C:16]([C:17]([NH:18][C:19]2[CH:20]=[CH:21][CH:22]=[CH:23][CH:24]=2)=[O:25])=[N:15][C:14]([C:26]2[CH:27]=[CH:28][C:29]([C:30]([N:6]3[CH2:7][CH2:8][CH:3]([N:2]([CH3:9])[CH3:1])[CH2:4][CH2:5]3)=[O:31])=[CH:33][CH:34]=2)=[CH:13][N:12]=1. The yield is 0.800. (2) The reactants are [Br:1][C:2]1[N:7]=[C:6]([NH2:8])[CH:5]=[CH:4][CH:3]=1.CCN(CC)CC.[F:16][C:17]1([F:32])[O:21][C:20]2[CH:22]=[CH:23][C:24]([C:26]3([C:29](Cl)=[O:30])[CH2:28][CH2:27]3)=[CH:25][C:19]=2[O:18]1. The catalyst is ClCCl. The product is [Br:1][C:2]1[N:7]=[C:6]([NH:8][C:29]([C:26]2([C:24]3[CH:23]=[CH:22][C:20]4[O:21][C:17]([F:32])([F:16])[O:18][C:19]=4[CH:25]=3)[CH2:28][CH2:27]2)=[O:30])[CH:5]=[CH:4][CH:3]=1. The yield is 0.510.